From a dataset of Full USPTO retrosynthesis dataset with 1.9M reactions from patents (1976-2016). Predict the reactants needed to synthesize the given product. Given the product [Br:29][C:30]1[CH:31]=[C:32]([C@@H:36]([NH:38][C:22]([C:18]2[CH:17]=[C:16]3[C:21](=[CH:20][CH:19]=2)[N:13]([CH2:12][C:11]2[CH:27]=[CH:28][C:8]([C:5]4([C:3]([O:2][CH3:1])=[O:4])[CH2:7][CH2:6]4)=[CH:9][CH:10]=2)[C:14]([CH3:26])=[C:15]3[CH3:25])=[O:23])[CH3:37])[CH:33]=[CH:34][CH:35]=1, predict the reactants needed to synthesize it. The reactants are: [CH3:1][O:2][C:3]([C:5]1([C:8]2[CH:28]=[CH:27][C:11]([CH2:12][N:13]3[C:21]4[C:16](=[CH:17][C:18]([C:22](O)=[O:23])=[CH:19][CH:20]=4)[C:15]([CH3:25])=[C:14]3[CH3:26])=[CH:10][CH:9]=2)[CH2:7][CH2:6]1)=[O:4].[Br:29][C:30]1[CH:31]=[C:32]([C@@H:36]([NH2:38])[CH3:37])[CH:33]=[CH:34][CH:35]=1.CCN(C(C)C)C(C)C.CN(C(ON1N=NC2C=CC=NC1=2)=[N+](C)C)C.F[P-](F)(F)(F)(F)F.